Dataset: Reaction yield outcomes from USPTO patents with 853,638 reactions. Task: Predict the reaction yield, written as a fraction of the theoretical maximum amount of product (1.0 means a 100% yield; for example, 0.34 means a 34% yield). (1) The reactants are CO[C:3](=[O:18])[C:4]1[CH:9]=[C:8]([C:10](=[O:12])[CH3:11])[C:7]([C:13]([F:16])([F:15])[F:14])=[CH:6][C:5]=1[NH2:17].CC[N:21]([CH2:24]C)CC.[CH3:26][S:27]([NH:30]N)(=[O:29])=[O:28].[OH-:32].[Na+].Cl. The catalyst is C1COCC1.CCOC(C)=O. The product is [C:10]([C:8]1[CH:9]=[C:4]2[C:5](=[CH:6][C:7]=1[C:13]([F:14])([F:15])[F:16])[NH:17][C:24](=[O:32])[N:21]([NH:30][S:27]([CH3:26])(=[O:29])=[O:28])[C:3]2=[O:18])(=[O:12])[CH3:11]. The yield is 0.850. (2) The reactants are S(O[C@@H:12]1[CH2:18][CH2:17][CH2:16][N:15]([C:19]([O:21][CH2:22][CH3:23])=[O:20])[CH2:14][CH2:13]1)(C1C=CC(C)=CC=1)(=O)=O.Cl.[N:25]1([CH:30]2[CH2:35][CH2:34][NH:33][CH2:32][CH2:31]2)[CH:29]=[CH:28][CH:27]=[N:26]1.[OH-].[K+]. The catalyst is C(#N)C. The product is [N:25]1([CH:30]2[CH2:35][CH2:34][N:33]([C@H:12]3[CH2:18][CH2:17][CH2:16][N:15]([C:19]([O:21][CH2:22][CH3:23])=[O:20])[CH2:14][CH2:13]3)[CH2:32][CH2:31]2)[CH:29]=[CH:28][CH:27]=[N:26]1. The yield is 0.130. (3) The reactants are [C:1]([O:7][CH2:8][CH3:9])(=[O:6])[C:2]#[C:3][CH2:4][CH3:5]. The catalyst is [Pd].CC([O-])=O.CC([O-])=O.[Pb+2].C1COCC1.N1C=CC=CC=1. The product is [C:1]([O:7][CH2:8][CH3:9])(=[O:6])/[CH:2]=[CH:3]\[CH2:4][CH3:5]. The yield is 0.980. (4) The reactants are Br[C:2]1[CH:8]=[C:7]([N+:9]([O-:11])=[O:10])[C:6]([F:12])=[CH:5][C:3]=1[NH2:4].[CH3:13][C:14]([CH3:23])([C:21]#[CH:22])[CH2:15][C:16]([O:18][CH2:19][CH3:20])=[O:17]. The catalyst is CCN(CC)CC.C(OCC)(=O)C.O.Cl[Pd](Cl)([P](C1C=CC=CC=1)(C1C=CC=CC=1)C1C=CC=CC=1)[P](C1C=CC=CC=1)(C1C=CC=CC=1)C1C=CC=CC=1.[Cu]I. The product is [CH2:19]([O:18][C:16](=[O:17])[CH2:15][C:14]([CH3:23])([CH3:13])[C:21]#[C:22][C:2]1[CH:8]=[C:7]([N+:9]([O-:11])=[O:10])[C:6]([F:12])=[CH:5][C:3]=1[NH2:4])[CH3:20]. The yield is 0.570.